From a dataset of Peptide-MHC class I binding affinity with 185,985 pairs from IEDB/IMGT. Regression. Given a peptide amino acid sequence and an MHC pseudo amino acid sequence, predict their binding affinity value. This is MHC class I binding data. (1) The peptide sequence is AEILSGRVI. The MHC is HLA-B15:17 with pseudo-sequence HLA-B15:17. The binding affinity (normalized) is 0.0847. (2) The peptide sequence is SLFNTAATL. The MHC is HLA-A02:02 with pseudo-sequence HLA-A02:02. The binding affinity (normalized) is 0.624. (3) The peptide sequence is VLEKKVCAI. The MHC is HLA-A02:02 with pseudo-sequence HLA-A02:02. The binding affinity (normalized) is 0.115. (4) The peptide sequence is WDAYIPHYV. The MHC is HLA-A30:02 with pseudo-sequence HLA-A30:02. The binding affinity (normalized) is 0.213. (5) The peptide sequence is EEPAALLPL. The MHC is HLA-B45:01 with pseudo-sequence HLA-B45:01. The binding affinity (normalized) is 0.0698. (6) The peptide sequence is TVIDVNTGK. The MHC is HLA-C04:01 with pseudo-sequence HLA-C04:01. The binding affinity (normalized) is 0.213. (7) The binding affinity (normalized) is 0.463. The MHC is HLA-B07:02 with pseudo-sequence HLA-B07:02. The peptide sequence is RLLLNRSTM. (8) The peptide sequence is SYLRRTQSM. The MHC is HLA-A24:02 with pseudo-sequence HLA-A24:02. The binding affinity (normalized) is 0.822.